From a dataset of Forward reaction prediction with 1.9M reactions from USPTO patents (1976-2016). Predict the product of the given reaction. (1) Given the reactants [CH3:1][C:2]1([C:15]2[CH:20]=[CH:19][CH:18]=[CH:17][CH:16]=2)[C:6](=[O:7])[CH:5]=[C:4](/[CH:8]=[CH:9]/[C:10]2[CH:14]=[CH:13][S:12][CH:11]=2)[O:3]1.[CH2:21]([SH:26])[CH2:22][CH2:23][CH2:24][SH:25], predict the reaction product. The product is: [SH:25][CH2:24][CH2:23][CH2:22][CH2:21][S:26][CH:9]([C:10]1[CH:14]=[CH:13][S:12][CH:11]=1)[CH2:8][C:4]1[O:3][C:2]([CH3:1])([C:15]2[CH:20]=[CH:19][CH:18]=[CH:17][CH:16]=2)[C:6](=[O:7])[CH:5]=1. (2) Given the reactants Br[C:2]1[N:7]=[CH:6][C:5]([OH:8])=[CH:4][CH:3]=1.[CH3:9][S:10]([C:13]1[CH:18]=[CH:17][C:16](B(O)O)=[CH:15][CH:14]=1)(=[O:12])=[O:11].C([O-])([O-])=O.[Na+].[Na+], predict the reaction product. The product is: [CH3:9][S:10]([C:13]1[CH:18]=[CH:17][C:16]([C:2]2[N:7]=[CH:6][C:5]([OH:8])=[CH:4][CH:3]=2)=[CH:15][CH:14]=1)(=[O:12])=[O:11]. (3) Given the reactants [F:1][C:2]1[CH:10]=[C:9]2[C:5]([C:6]([C:11]3[CH2:12][CH2:13][NH:14][CH2:15][CH:16]=3)=[CH:7][NH:8]2)=[CH:4][CH:3]=1.CS(O[CH2:22][CH2:23][CH:24]1[C:29]2[CH:30]=[CH:31][C:32]([Br:34])=[CH:33][C:28]=2[CH2:27][CH2:26][O:25]1)(=O)=O.C(=O)([O-])[O-].[K+].[K+].[I-].[K+], predict the reaction product. The product is: [Br:34][C:32]1[CH:31]=[CH:30][C:29]2[CH:24]([CH2:23][CH2:22][N:14]3[CH2:13][CH:12]=[C:11]([C:6]4[C:5]5[C:9](=[CH:10][C:2]([F:1])=[CH:3][CH:4]=5)[NH:8][CH:7]=4)[CH2:16][CH2:15]3)[O:25][CH2:26][CH2:27][C:28]=2[CH:33]=1. (4) Given the reactants [Br:1][C:2]1[CH:3]=[C:4]([C@H:9]([NH:24][S@@](C(C)(C)C)=O)[CH2:10][NH:11][S:12]([C:15]2[CH:20]=[CH:19][CH:18]=[CH:17][C:16]=2[N+:21]([O-:23])=[O:22])(=[O:14])=[O:13])[CH:5]=[C:6]([F:8])[CH:7]=1.Cl.C([O-])([O-])=O.[Na+].[Na+], predict the reaction product. The product is: [NH2:24][C@@H:9]([C:4]1[CH:5]=[C:6]([F:8])[CH:7]=[C:2]([Br:1])[CH:3]=1)[CH2:10][NH:11][S:12]([C:15]1[CH:20]=[CH:19][CH:18]=[CH:17][C:16]=1[N+:21]([O-:23])=[O:22])(=[O:14])=[O:13].